This data is from Reaction yield outcomes from USPTO patents with 853,638 reactions. The task is: Predict the reaction yield, written as a fraction of the theoretical maximum amount of product (1.0 means a 100% yield; for example, 0.34 means a 34% yield). The reactants are [C:1]([C:5]1[CH:9]=[C:8]([NH:10][C:11]([NH:13][C:14]2[CH:19]=[C:18]([OH:20])[CH:17]=[CH:16][C:15]=2[F:21])=[O:12])[N:7]([C:22]2[CH:27]=[CH:26][CH:25]=[CH:24][CH:23]=2)[N:6]=1)([CH3:4])([CH3:3])[CH3:2].Cl[C:29]1[C:38]2[C:33](=[CH:34][C:35]([O:41][CH3:42])=[C:36]([O:39][CH3:40])[CH:37]=2)[N:32]=[CH:31][N:30]=1.C(=O)([O-])[O-].[K+].[K+].O. The catalyst is CN(C=O)C. The product is [C:1]([C:5]1[CH:9]=[C:8]([NH:10][C:11]([NH:13][C:14]2[CH:19]=[C:18]([O:20][C:29]3[C:38]4[C:33](=[CH:34][C:35]([O:41][CH3:42])=[C:36]([O:39][CH3:40])[CH:37]=4)[N:32]=[CH:31][N:30]=3)[CH:17]=[CH:16][C:15]=2[F:21])=[O:12])[N:7]([C:22]2[CH:27]=[CH:26][CH:25]=[CH:24][CH:23]=2)[N:6]=1)([CH3:4])([CH3:2])[CH3:3]. The yield is 0.0600.